Dataset: Full USPTO retrosynthesis dataset with 1.9M reactions from patents (1976-2016). Task: Predict the reactants needed to synthesize the given product. (1) Given the product [Br:15][CH2:16][CH2:17][C:19]1[CH:24]=[CH:23][CH:22]=[CH:21][C:20]=1[O:25][CH3:26], predict the reactants needed to synthesize it. The reactants are: C([SiH](CC)CC)C.C(O)(C(F)(F)F)=O.[Br:15][CH2:16][C:17]([C:19]1[CH:24]=[CH:23][CH:22]=[CH:21][C:20]=1[O:25][CH3:26])=O.[OH-].[Na+]. (2) Given the product [CH3:1][O:2][C:3](=[O:15])[C:4]1[C:5](=[C:10]([O:14][CH2:26][C:25]2[CH:28]=[CH:29][CH:30]=[C:23]([Br:22])[CH:24]=2)[CH:11]=[CH:12][CH:13]=1)[C:6]([O:8][CH3:9])=[O:7], predict the reactants needed to synthesize it. The reactants are: [CH3:1][O:2][C:3](=[O:15])[C:4]1[C:5](=[C:10]([OH:14])[CH:11]=[CH:12][CH:13]=1)[C:6]([O:8][CH3:9])=[O:7].C(=O)([O-])[O-].[K+].[K+].[Br:22][C:23]1[CH:24]=[C:25]([CH:28]=[CH:29][CH:30]=1)[CH2:26]Br.